Binary Classification. Given a drug SMILES string, predict its activity (active/inactive) in a high-throughput screening assay against a specified biological target. From a dataset of HIV replication inhibition screening data with 41,000+ compounds from the AIDS Antiviral Screen. The result is 0 (inactive). The drug is CCC(C)=C1CC(C)(C)N=C1C.